Task: Predict which catalyst facilitates the given reaction.. Dataset: Catalyst prediction with 721,799 reactions and 888 catalyst types from USPTO (1) Reactant: [I-].C[P+]([C:16]1[CH:21]=[CH:20][CH:19]=[CH:18][CH:17]=1)([C:16]1[CH:21]=[CH:20][CH:19]=[CH:18][CH:17]=1)[C:16]1[CH:21]=[CH:20][CH:19]=[CH:18][CH:17]=1.[Li]CCCC.[CH:27]1([C:33]([C:35]2C=CC=CC=2)=O)[CH2:32][CH2:31][CH2:30][CH2:29][CH2:28]1. Product: [CH:27]1([C:33]([C:16]2[CH:17]=[CH:18][CH:19]=[CH:20][CH:21]=2)=[CH2:35])[CH2:32][CH2:31][CH2:30][CH2:29][CH2:28]1. The catalyst class is: 1. (2) Reactant: [F:1][C:2]1[CH:8]=[C:7]([C:9]([F:21])([F:20])[C:10]([F:19])([F:18])[C:11]([F:17])([F:16])[C:12]([F:15])([F:14])[F:13])[CH:6]=[CH:5][C:3]=1[NH2:4].Cl[C:23]1[C:28]([C:29]([O:31][CH2:32][CH3:33])=[O:30])=[CH:27][N:26]=[C:25]([Cl:34])[CH:24]=1.Cl. Product: [Cl:34][C:25]1[CH:24]=[C:23]([NH:4][C:3]2[CH:5]=[CH:6][C:7]([C:9]([F:20])([F:21])[C:10]([F:18])([F:19])[C:11]([F:16])([F:17])[C:12]([F:14])([F:15])[F:13])=[CH:8][C:2]=2[F:1])[C:28]([C:29]([O:31][CH2:32][CH3:33])=[O:30])=[CH:27][N:26]=1. The catalyst class is: 14. (3) Reactant: [C:1]1([S:7]([N:10]2[C:18]3[C:13](=[CH:14][C:15]([C:19](=O)[CH:20](Br)[CH3:21])=[CH:16][CH:17]=3)[CH:12]=[C:11]2[C:24]2[C:29]([F:30])=[CH:28][CH:27]=[CH:26][C:25]=2[F:31])(=[O:9])=[O:8])[CH:6]=[CH:5][CH:4]=[CH:3][CH:2]=1.[C:32]([NH2:40])(=[S:39])[C:33]1[CH:38]=[CH:37][CH:36]=[N:35][CH:34]=1. Product: [C:1]1([S:7]([N:10]2[C:18]3[C:13](=[CH:14][C:15]([C:19]4[N:40]=[C:32]([C:33]5[CH:34]=[N:35][CH:36]=[CH:37][CH:38]=5)[S:39][C:20]=4[CH3:21])=[CH:16][CH:17]=3)[CH:12]=[C:11]2[C:24]2[C:29]([F:30])=[CH:28][CH:27]=[CH:26][C:25]=2[F:31])(=[O:9])=[O:8])[CH:6]=[CH:5][CH:4]=[CH:3][CH:2]=1. The catalyst class is: 14. (4) Reactant: Br[C:2]1[N:6]2[CH2:7][CH2:8][N:9]([CH3:23])[C:10]3([CH2:15][CH2:14][N:13]([C:16]([O:18][C:19]([CH3:22])([CH3:21])[CH3:20])=[O:17])[CH2:12][CH2:11]3)[C:5]2=[CH:4][CH:3]=1.C1(N(C)C2CCCCC2)CCCCC1.N#N.[CH:40]([O:42]CCCC)=[CH2:41].C(P(C(C)(C)C)C(C)(C)C)(C)(C)C. Product: [C:40]([C:2]1[N:6]2[CH2:7][CH2:8][N:9]([CH3:23])[C:10]3([CH2:11][CH2:12][N:13]([C:16]([O:18][C:19]([CH3:20])([CH3:21])[CH3:22])=[O:17])[CH2:14][CH2:15]3)[C:5]2=[CH:4][CH:3]=1)(=[O:42])[CH3:41]. The catalyst class is: 12.